This data is from Reaction yield outcomes from USPTO patents with 853,638 reactions. The task is: Predict the reaction yield, written as a fraction of the theoretical maximum amount of product (1.0 means a 100% yield; for example, 0.34 means a 34% yield). (1) The reactants are [PH2:1](=[O:3])[O-:2].[NH4+].C[Si](C)(C)N[Si](C)(C)C.[CH2:14]=[C:15]([CH2:23][CH2:24][C:25]([O:27][C:28]([CH3:31])([CH3:30])[CH3:29])=[O:26])[C:16]([O:18][C:19]([CH3:22])([CH3:21])[CH3:20])=[O:17]. The catalyst is ClCCl. The product is [OH:3][PH:1]([CH2:14][CH:15]([CH2:23][CH2:24][C:25]([O:27][C:28]([CH3:29])([CH3:31])[CH3:30])=[O:26])[C:16]([O:18][C:19]([CH3:20])([CH3:21])[CH3:22])=[O:17])=[O:2]. The yield is 1.00. (2) The reactants are C(OC([N:6]1[CH2:12][CH:11]([CH2:13][CH3:14])[C:10]2=[N:15][C:16]([C:20]3[CH:25]=[CH:24][N:23]=[CH:22][N:21]=3)=[CH:17][C:18](=[O:19])[N:9]2[CH2:8][CH2:7]1)=O)C.[BrH:26]. The catalyst is C(O)(=O)C. The product is [BrH:26].[CH2:13]([CH:11]1[C:10]2=[N:15][C:16]([C:20]3[CH:25]=[CH:24][N:23]=[CH:22][N:21]=3)=[CH:17][C:18](=[O:19])[N:9]2[CH2:8][CH2:7][NH:6][CH2:12]1)[CH3:14]. The yield is 0.880. (3) The reactants are C([Sn](CCCC)(CCCC)[CH2:6][O:7][C:8]1[CH:13]=[CH:12][C:11]([Cl:14])=[CH:10][CH:9]=1)CCC.I[C:24]1[CH:25]=[N:26][N:27](C(OC(C)(C)C)=O)[C:28](=[O:30])[CH:29]=1.C(O)(C(F)(F)F)=O. The catalyst is C1(C)C=CC=CC=1.C1C=CC(P(C2C=CC=CC=2)C2C=CC=CC=2)=CC=1.C1C=CC(P(C2C=CC=CC=2)C2C=CC=CC=2)=CC=1.Cl[Pd]Cl. The product is [Cl:14][C:11]1[CH:10]=[CH:9][C:8]([O:7][CH2:6][C:24]2[CH:25]=[N:26][NH:27][C:28](=[O:30])[CH:29]=2)=[CH:13][CH:12]=1. The yield is 0.330.